This data is from NCI-60 drug combinations with 297,098 pairs across 59 cell lines. The task is: Regression. Given two drug SMILES strings and cell line genomic features, predict the synergy score measuring deviation from expected non-interaction effect. (1) Drug 1: CN(C)N=NC1=C(NC=N1)C(=O)N. Drug 2: CCC1(C2=C(COC1=O)C(=O)N3CC4=CC5=C(C=CC(=C5CN(C)C)O)N=C4C3=C2)O.Cl. Cell line: T-47D. Synergy scores: CSS=2.29, Synergy_ZIP=-7.31, Synergy_Bliss=-2.21, Synergy_Loewe=-13.8, Synergy_HSA=-3.86. (2) Drug 1: CC1=C(C(=CC=C1)Cl)NC(=O)C2=CN=C(S2)NC3=CC(=NC(=N3)C)N4CCN(CC4)CCO. Drug 2: CNC(=O)C1=NC=CC(=C1)OC2=CC=C(C=C2)NC(=O)NC3=CC(=C(C=C3)Cl)C(F)(F)F. Cell line: SF-268. Synergy scores: CSS=5.42, Synergy_ZIP=-1.05, Synergy_Bliss=2.07, Synergy_Loewe=-15.8, Synergy_HSA=-2.28. (3) Drug 1: C1CC(C1)(C(=O)O)C(=O)O.[NH2-].[NH2-].[Pt+2]. Drug 2: COC1=C2C(=CC3=C1OC=C3)C=CC(=O)O2. Cell line: NCI-H522. Synergy scores: CSS=4.58, Synergy_ZIP=-0.912, Synergy_Bliss=5.47, Synergy_Loewe=-0.724, Synergy_HSA=2.58. (4) Drug 1: C1CC(C1)(C2=CC=C(C=C2)C3=C(C=C4C(=N3)C=CN5C4=NNC5=O)C6=CC=CC=C6)N. Drug 2: C1CCC(C(C1)[NH-])[NH-].C(=O)(C(=O)[O-])[O-].[Pt+4]. Synergy scores: CSS=21.2, Synergy_ZIP=-13.8, Synergy_Bliss=-17.9, Synergy_Loewe=-11.8, Synergy_HSA=-9.93. Cell line: T-47D.